This data is from Catalyst prediction with 721,799 reactions and 888 catalyst types from USPTO. The task is: Predict which catalyst facilitates the given reaction. (1) Reactant: C[O:2][C:3]([C:5]1[C:13]2[N:12]=[C:11]([C:14]3[CH:19]=[CH:18][C:17]([F:20])=[CH:16][C:15]=3[Cl:21])[NH:10][C:9]=2[C:8]([O:22]C)=[CH:7][CH:6]=1)=[O:4].[Cl-].[Al+3].[Cl-].[Cl-].Cl. Product: [Cl:21][C:15]1[CH:16]=[C:17]([F:20])[CH:18]=[CH:19][C:14]=1[C:11]1[NH:10][C:9]2[C:8]([OH:22])=[CH:7][CH:6]=[C:5]([C:3]([OH:4])=[O:2])[C:13]=2[N:12]=1. The catalyst class is: 11. (2) Reactant: [NH:1]1[CH2:6][CH2:5][O:4][CH2:3][CH2:2]1.C(N(CC)C(C)C)(C)C.Cl[C:17]1[C:18]2[C:25]([I:26])=[CH:24][N:23]([CH2:27][O:28][CH2:29][CH2:30][Si:31]([CH3:34])([CH3:33])[CH3:32])[C:19]=2[N:20]=[CH:21][N:22]=1. Product: [I:26][C:25]1[C:18]2[C:17]([N:1]3[CH2:6][CH2:5][O:4][CH2:3][CH2:2]3)=[N:22][CH:21]=[N:20][C:19]=2[N:23]([CH2:27][O:28][CH2:29][CH2:30][Si:31]([CH3:34])([CH3:33])[CH3:32])[CH:24]=1. The catalyst class is: 51. (3) Reactant: [OH:1][C:2]1[CH:3]=[C:4]([NH:8][C:9](=[O:15])[O:10][C:11]([CH3:14])([CH3:13])[CH3:12])[CH:5]=[CH:6][CH:7]=1.C([O-])([O-])=O.[K+].[K+].[Br:22][C:23]1[CH:24]=[C:25]([CH:28]=[CH:29][CH:30]=1)[CH2:26]Br.CN(C=O)C. Product: [Br:22][C:23]1[CH:24]=[C:25]([CH:28]=[CH:29][CH:30]=1)[CH2:26][O:1][C:2]1[CH:3]=[C:4]([NH:8][C:9](=[O:15])[O:10][C:11]([CH3:12])([CH3:14])[CH3:13])[CH:5]=[CH:6][CH:7]=1. The catalyst class is: 6. (4) Reactant: [OH:1][CH2:2][CH2:3][C:4]1[CH:5]=[CH:6][C:7]2[CH2:13][O:12][CH2:11][CH2:10][N:9](C(OC(C)(C)C)=O)[C:8]=2[N:21]=1.Cl. Product: [NH:9]1[C:8]2[N:21]=[C:4]([CH2:3][CH2:2][OH:1])[CH:5]=[CH:6][C:7]=2[CH2:13][O:12][CH2:11][CH2:10]1. The catalyst class is: 12. (5) Reactant: [N+:1]([C:4]1[CH:5]=[C:6]([CH:9]=[CH:10][C:11]=1[NH:12][CH2:13][CH2:14][CH2:15][C:16]([F:19])([F:18])[F:17])[C:7]#[N:8])([O-])=O. Product: [NH2:1][C:4]1[CH:5]=[C:6]([CH:9]=[CH:10][C:11]=1[NH:12][CH2:13][CH2:14][CH2:15][C:16]([F:17])([F:18])[F:19])[C:7]#[N:8]. The catalyst class is: 43.